This data is from Reaction yield outcomes from USPTO patents with 853,638 reactions. The task is: Predict the reaction yield, written as a fraction of the theoretical maximum amount of product (1.0 means a 100% yield; for example, 0.34 means a 34% yield). (1) The reactants are [O-2].[Ba+2].[N+:3]([O-:6])([O-:5])=[O:4].[Ba+2].[N+:3]([O-:6])([O-:5])=[O:4].[F:12][C:13]1[CH:14]=[N:15][CH:16]=[CH:17][CH:18]=1.[NH:19](S(O)(=O)=O)O. The catalyst is O. The product is [N+:3]([O-:6])([O-:5])=[O:4].[NH2:19][N+:15]1[CH:16]=[CH:17][CH:18]=[C:13]([F:12])[CH:14]=1. The yield is 0.770. (2) The reactants are [F:1][C:2]1[CH:7]=[CH:6][C:5]([C:8]2[C:16]3[C:11](=[CH:12][CH:13]=[C:14]([C:17]4[NH:18][C:19]([C:22]5[CH:27]=[CH:26][C:25]([N+:28]([O-])=O)=[CH:24][CH:23]=5)=[N:20][N:21]=4)[CH:15]=3)[NH:10][N:9]=2)=[CH:4][CH:3]=1. The catalyst is C(OCC)(=O)C. The product is [F:1][C:2]1[CH:7]=[CH:6][C:5]([C:8]2[C:16]3[C:11](=[CH:12][CH:13]=[C:14]([C:17]4[NH:18][C:19]([C:22]5[CH:27]=[CH:26][C:25]([NH2:28])=[CH:24][CH:23]=5)=[N:20][N:21]=4)[CH:15]=3)[NH:10][N:9]=2)=[CH:4][CH:3]=1. The yield is 0.260. (3) The reactants are [Br:1][CH2:2][CH2:3][CH2:4][CH2:5][CH2:6][C:7]([C-:9]1[CH:13]=[CH:12][CH:11]=[CH:10]1)=O.[C-:14]1([C:19](=O)[CH2:20][CH2:21][CH2:22][CH2:23][CH2:24][Br:25])[CH:18]=[CH:17][CH:16]=[CH:15]1.[Fe+2:27]. The catalyst is C1COCC1. The product is [Br:1][CH2:2][CH2:3][CH2:4][CH2:5][CH2:6][CH2:7][C-:9]1[CH:10]=[CH:11][CH:12]=[CH:13]1.[C-:14]1([CH2:19][CH2:20][CH2:21][CH2:22][CH2:23][CH2:24][Br:25])[CH:18]=[CH:17][CH:16]=[CH:15]1.[Fe+2:27]. The yield is 0.950. (4) The reactants are [Br:1][C:2]1[CH:3]=[CH:4][C:5]2[CH2:11][N:10]([C:12]3[CH:21]=[C:20](Cl)[C:19]4[C:14](=[CH:15][CH:16]=[C:17]([Cl:23])[CH:18]=4)[N:13]=3)[CH2:9][CH2:8][CH2:7][C:6]=2[CH:24]=1.[CH2:25]([NH2:28])[CH2:26][NH2:27]. No catalyst specified. The product is [Br:1][C:2]1[CH:3]=[CH:4][C:5]2[CH2:11][N:10]([C:12]3[CH:21]=[C:20]([NH:27][CH2:26][CH2:25][NH2:28])[C:19]4[C:14](=[CH:15][CH:16]=[C:17]([Cl:23])[CH:18]=4)[N:13]=3)[CH2:9][CH2:8][CH2:7][C:6]=2[CH:24]=1. The yield is 0.180. (5) The reactants are ClC(N(C)C)=C(C)C.[CH3:9][O:10][C:11]1[CH:12]=[C:13]([CH:17]=[CH:18][CH:19]=1)[C:14]([OH:16])=O.[NH2:20][C:21]1[N:25](C(OC(C)(C)C)=O)[N:24]=[C:23]([CH2:33][CH2:34][C:35]2[CH:40]=[C:39]([O:41][CH3:42])[CH:38]=[C:37]([O:43][CH3:44])[CH:36]=2)[CH:22]=1.N1C=CC=CC=1.C(O)(C(F)(F)F)=O. The catalyst is C(Cl)Cl. The product is [CH3:42][O:41][C:39]1[CH:40]=[C:35]([CH2:34][CH2:33][C:23]2[NH:24][N:25]=[C:21]([NH:20][C:14](=[O:16])[C:13]3[CH:17]=[CH:18][CH:19]=[C:11]([O:10][CH3:9])[CH:12]=3)[CH:22]=2)[CH:36]=[C:37]([O:43][CH3:44])[CH:38]=1. The yield is 0.590.